From a dataset of Reaction yield outcomes from USPTO patents with 853,638 reactions. Predict the reaction yield, written as a fraction of the theoretical maximum amount of product (1.0 means a 100% yield; for example, 0.34 means a 34% yield). (1) The reactants are CC1(C)C(C)(C)OB([C:9]2[CH:14]=[CH:13][C:12]([S:15]([NH2:18])(=[O:17])=[O:16])=[CH:11][CH:10]=2)O1.Br[C:21]1[CH:22]=[C:23]([C:28]2[S:32][C:31]([NH2:33])=[N:30][C:29]=2[C:34]2[CH:39]=[CH:38][CH:37]=[C:36]([CH3:40])[N:35]=2)[CH:24]=[CH:25][C:26]=1[F:27]. No catalyst specified. The product is [NH2:33][C:31]1[S:32][C:28]([C:23]2[CH:22]=[CH:21][C:26]([F:27])=[C:25]([C:9]3[CH:10]=[CH:11][C:12]([S:15]([NH2:18])(=[O:16])=[O:17])=[CH:13][CH:14]=3)[CH:24]=2)=[C:29]([C:34]2[CH:39]=[CH:38][CH:37]=[C:36]([CH3:40])[N:35]=2)[N:30]=1. The yield is 0.720. (2) The reactants are [CH2:1]([O:3][C:4]1[CH:5]=[C:6]([CH:10]=[C:11]([F:13])[CH:12]=1)[C:7]([OH:9])=[O:8])[CH3:2].[Li+].CC([N-]C(C)C)C.[B:22](OC(C)C)([O:27]C(C)C)[O:23]C(C)C.Cl. The catalyst is C1COCC1. The product is [B:22]([C:12]1[C:11]([F:13])=[CH:10][C:6]([C:7]([OH:9])=[O:8])=[CH:5][C:4]=1[O:3][CH2:1][CH3:2])([OH:27])[OH:23]. The yield is 0.495. (3) The reactants are [CH:1]([C:3]1[N:11]2[C:6]([CH2:7][CH2:8][CH2:9][CH2:10]2)=[CH:5][C:4]=1[C:12]([O:14][CH3:15])=[O:13])=O.[CH3:16][C:17]([S:20]([NH2:22])=[O:21])([CH3:19])[CH3:18].OS([O-])(=O)=O.[K+]. The catalyst is ClCCl. The product is [C:17]([S:20](/[N:22]=[CH:1]/[C:3]1[N:11]2[C:6]([CH2:7][CH2:8][CH2:9][CH2:10]2)=[CH:5][C:4]=1[C:12]([O:14][CH3:15])=[O:13])=[O:21])([CH3:19])([CH3:18])[CH3:16]. The yield is 0.830. (4) The reactants are [C:1]([O:4][C@H:5]1[CH2:22][CH2:21][C@@:20]2([CH3:23])[C:7](=[CH:8][CH2:9][C@@H:10]3[C@@H:19]2[CH2:18][CH2:17][C@@:15]2([CH3:16])[C@H:11]3[CH2:12][C:13]([CH:25]=[O:26])=[C:14]2Cl)[CH2:6]1)(=[O:3])[CH3:2].[N:27]1[C:31]2[CH:32]=[CH:33][CH:34]=[CH:35][C:30]=2[NH:29][CH:28]=1.C([O-])([O-])=O.[K+].[K+]. The catalyst is CN(C=O)C. The product is [C:1]([O:4][C@H:5]1[CH2:22][CH2:21][C@@:20]2([CH3:23])[C:7](=[CH:8][CH2:9][C@@H:10]3[C@@H:19]2[CH2:18][CH2:17][C@@:15]2([CH3:16])[C@H:11]3[CH2:12][C:13]([CH:25]=[O:26])=[C:14]2[N:27]2[C:31]3[CH:32]=[CH:33][CH:34]=[CH:35][C:30]=3[N:29]=[CH:28]2)[CH2:6]1)(=[O:3])[CH3:2]. The yield is 0.887. (5) The reactants are [C:1]([O:5][C:6]([NH:8][C@H:9]1[CH2:14][CH2:13][C@H:12]([N:15]([CH2:34][CH3:35])[C:16]2[C:17]([CH3:33])=[C:18]([C:29]([O:31][CH3:32])=[O:30])[CH:19]=[C:20]([C:22]3[CH:27]=[CH:26][C:25]([OH:28])=[CH:24][CH:23]=3)[CH:21]=2)[CH2:11][CH2:10]1)=[O:7])([CH3:4])([CH3:3])[CH3:2].C(=O)([O-])[O-].[Cs+].[Cs+].Br[CH2:43][CH2:44][O:45][CH3:46]. The catalyst is C(#N)C.O. The product is [C:1]([O:5][C:6]([NH:8][C@H:9]1[CH2:14][CH2:13][C@H:12]([N:15]([CH2:34][CH3:35])[C:16]2[C:17]([CH3:33])=[C:18]([C:29]([O:31][CH3:32])=[O:30])[CH:19]=[C:20]([C:22]3[CH:23]=[CH:24][C:25]([O:28][CH2:43][CH2:44][O:45][CH3:46])=[CH:26][CH:27]=3)[CH:21]=2)[CH2:11][CH2:10]1)=[O:7])([CH3:4])([CH3:3])[CH3:2]. The yield is 0.840.